From a dataset of Forward reaction prediction with 1.9M reactions from USPTO patents (1976-2016). Predict the product of the given reaction. (1) Given the reactants [CH3:1][C:2]1[C:7]([OH:8])=[CH:6][CH:5]=[CH:4][N:3]=1.[H-].[Na+].Br[C:12]1[CH:13]=[C:14]([N+]([O-])=O)[C:15]([C:18]#[N:19])=[N:16][CH:17]=1.[N:23]1[CH:28]=[CH:27][CH:26]=[CH:25][C:24]=1[SH:29], predict the reaction product. The product is: [CH3:1][C:2]1[C:7]([O:8][C:14]2[C:15]([C:18]#[N:19])=[N:16][CH:17]=[C:12]([S:29][C:24]3[CH:25]=[CH:26][CH:27]=[CH:28][N:23]=3)[CH:13]=2)=[CH:6][CH:5]=[CH:4][N:3]=1. (2) Given the reactants C([N:8]1[CH2:16][CH2:15][O:14][CH2:13][CH2:12][O:11][CH2:10][CH2:9]1)C1C=CC=CC=1, predict the reaction product. The product is: [O:11]1[CH2:10][CH2:9][NH:8][CH2:16][CH2:15][O:14][CH2:13][CH2:12]1. (3) Given the reactants [F:1][C:2]1[CH:10]=[C:9]2[C:5]([C:6]([CH:11]=O)=[CH:7][NH:8]2)=[CH:4][CH:3]=1.C([O-])(=O)C.[NH4+].[N+:18]([CH2:21][CH3:22])([O-:20])=[O:19].C(O)(=O)C, predict the reaction product. The product is: [F:1][C:2]1[CH:10]=[C:9]2[C:5]([C:6](/[CH:11]=[C:21](/[N+:18]([O-:20])=[O:19])\[CH3:22])=[CH:7][NH:8]2)=[CH:4][CH:3]=1. (4) Given the reactants [F:1][C:2]1[CH:11]=[CH:10][CH:9]=[C:8]([F:12])[C:3]=1[CH2:4][N:5]=[N+:6]=[N-:7].Cl[C:14](=[CH2:17])[C:15]#[N:16], predict the reaction product. The product is: [C:15]([C:14]1[N:7]=[N:6][N:5]([CH2:4][C:3]2[C:2]([F:1])=[CH:11][CH:10]=[CH:9][C:8]=2[F:12])[CH:17]=1)#[N:16]. (5) Given the reactants [NH2:1][C:2]1[S:6][N:5]=[C:4]([CH3:7])[C:3]=1[C:8]([NH:10][C:11]1[CH:16]=[CH:15][C:14]([F:17])=[C:13]([F:18])[CH:12]=1)=[O:9].I[C:20]1[CH:21]=[C:22]([CH:25]=[CH:26][N:27]=1)[C:23]#[N:24].C(=O)([O-])[O-].[Cs+].[Cs+].CC1(C)C2C(=C(P(C3C=CC=CC=3)C3C=CC=CC=3)C=CC=2)OC2C(P(C3C=CC=CC=3)C3C=CC=CC=3)=CC=CC1=2, predict the reaction product. The product is: [C:23]([C:22]1[CH:25]=[CH:26][N:27]=[C:20]([NH:1][C:2]2[S:6][N:5]=[C:4]([CH3:7])[C:3]=2[C:8]([NH:10][C:11]2[CH:16]=[CH:15][C:14]([F:17])=[C:13]([F:18])[CH:12]=2)=[O:9])[CH:21]=1)#[N:24]. (6) Given the reactants I[CH3:2].[F:3][C:4]1[CH:5]=[C:6]([N+:11]([O-:13])=[O:12])[C:7]([OH:10])=[N:8][CH:9]=1, predict the reaction product. The product is: [F:3][C:4]1[CH:5]=[C:6]([N+:11]([O-:13])=[O:12])[C:7]([O:10][CH3:2])=[N:8][CH:9]=1. (7) Given the reactants [C:1]([C:9]1[C:21](=[O:22])[N:20]([CH:23]2[CH2:27][CH2:26][CH2:25][CH2:24]2)[C:12]2[N:13]=[C:14](S(C)=O)[N:15]=[CH:16][C:11]=2[CH:10]=1)(=[O:8])[C:2]1[CH:7]=[CH:6][CH:5]=[CH:4][CH:3]=1.[C:28]([O:32][C:33]([N:35]1[CH2:40][CH2:39][N:38]([C:41]2[CH:46]=[CH:45][C:44]([NH2:47])=[CH:43][CH:42]=2)[CH2:37][CH2:36]1)=[O:34])([CH3:31])([CH3:30])[CH3:29], predict the reaction product. The product is: [C:28]([O:32][C:33]([N:35]1[CH2:40][CH2:39][N:38]([C:41]2[CH:42]=[CH:43][C:44]([NH:47][C:14]3[N:15]=[CH:16][C:11]4[CH:10]=[C:9]([C:1](=[O:8])[C:2]5[CH:7]=[CH:6][CH:5]=[CH:4][CH:3]=5)[C:21](=[O:22])[N:20]([CH:23]5[CH2:27][CH2:26][CH2:25][CH2:24]5)[C:12]=4[N:13]=3)=[CH:45][CH:46]=2)[CH2:37][CH2:36]1)=[O:34])([CH3:31])([CH3:29])[CH3:30]. (8) Given the reactants Br[C:2]1[CH:7]=[CH:6][C:5]([N+:8]([O-:10])=[O:9])=[CH:4][CH:3]=1.[N:11]1[CH:16]=[CH:15][C:14](B(O)O)=[CH:13][CH:12]=1.C([O-])([O-])=O.[Na+].[Na+].COCCOC, predict the reaction product. The product is: [N+:8]([C:5]1[CH:6]=[CH:7][C:2]([C:14]2[CH:15]=[CH:16][N:11]=[CH:12][CH:13]=2)=[CH:3][CH:4]=1)([O-:10])=[O:9]. (9) Given the reactants [N+:1]([C:4]1[CH:12]=[CH:11][C:7]([C:8](Cl)=[O:9])=[CH:6][CH:5]=1)([O-:3])=[O:2].[NH2:13][C:14]1[CH:15]=[N:16][CH:17]=[CH:18][C:19]=1[OH:20].C([O-])([O-])=O.[Na+].[Na+].CC(O)=O, predict the reaction product. The product is: [OH:20][C:19]1[CH:18]=[CH:17][N:16]=[CH:15][C:14]=1[NH:13][C:8](=[O:9])[C:7]1[CH:11]=[CH:12][C:4]([N+:1]([O-:3])=[O:2])=[CH:5][CH:6]=1.